From a dataset of Full USPTO retrosynthesis dataset with 1.9M reactions from patents (1976-2016). Predict the reactants needed to synthesize the given product. (1) Given the product [O:8]=[C:9]1[CH2:12][CH:11]([C:13]([O:15][CH3:1])=[O:14])[CH2:10]1, predict the reactants needed to synthesize it. The reactants are: [CH3:1][Si](C=[N+]=[N-])(C)C.[O:8]=[C:9]1[CH2:12][CH:11]([C:13]([OH:15])=[O:14])[CH2:10]1. (2) Given the product [ClH:1].[C:2]([C@@:4]1([CH:26]2[CH2:27][CH2:28]2)[CH2:8][CH2:7][N:6]([C:9]2[CH:14]=[CH:13][N:12]=[C:11]([NH:15][C:16]3[CH:20]=[CH:19][N:18]([CH2:21][C:22]([NH:31][CH3:29])=[O:23])[N:17]=3)[CH:10]=2)[C:5]1=[O:25])#[N:3], predict the reactants needed to synthesize it. The reactants are: [ClH:1].[C:2]([C@@:4]1([CH:26]2[CH2:28][CH2:27]2)[CH2:8][CH2:7][N:6]([C:9]2[CH:14]=[CH:13][N:12]=[C:11]([NH:15][C:16]3[CH:20]=[CH:19][N:18]([CH2:21][C:22](O)=[O:23])[N:17]=3)[CH:10]=2)[C:5]1=[O:25])#[N:3].[CH2:29]([N:31]=C=NCCCN(C)C)C.ON1C2C=CC=CC=2N=N1.Cl.CN.C(=O)(O)[O-].[Na+]. (3) Given the product [NH2:8][CH:9]([CH2:15][CH3:16])[C@@H:10]([C:11]1[O:13][N:20]=[C:19]([CH:21]2[CH2:23][CH2:22]2)[N:18]=1)[OH:14], predict the reactants needed to synthesize it. The reactants are: C(OC([NH:8][CH:9]([CH2:15][CH3:16])[C@H:10]([OH:14])[C:11]([OH:13])=O)=O)(C)(C)C.O[NH:18][C:19]([CH:21]1[CH2:23][CH2:22]1)=[NH:20]. (4) Given the product [CH3:1][C@H:2]1[C@H:3]([C:4]2[CH:5]=[CH:6][CH:7]=[CH:8][CH:9]=2)[O:10][C:13](=[O:15])[NH:11]1, predict the reactants needed to synthesize it. The reactants are: [CH3:1][C@@H:2]([NH2:11])[C@H:3]([OH:10])[C:4]1[CH:9]=[CH:8][CH:7]=[CH:6][CH:5]=1.Cl[C:13](Cl)([O:15]C(=O)OC(Cl)(Cl)Cl)Cl. (5) Given the product [CH3:1][N:2]1[C:6]2[CH:7]=[CH:8][C:9]([N:11]3[CH:16]=[C:15]([C:17]([NH:19][C@H:20]([C:22]([OH:24])=[O:23])[CH3:21])=[O:18])[C:14](=[O:26])[N:13]([CH2:27][C:28]4[CH:33]=[CH:32][CH:31]=[C:30]([C:34]([F:35])([F:36])[F:37])[C:29]=4[CH3:38])[C:12]3=[O:39])=[CH:10][C:5]=2[N:4]=[CH:3]1, predict the reactants needed to synthesize it. The reactants are: [CH3:1][N:2]1[C:6]2[CH:7]=[CH:8][C:9]([N:11]3[CH:16]=[C:15]([C:17]([NH:19][CH:20]([C:22]([O:24]C)=[O:23])[CH3:21])=[O:18])[C:14](=[O:26])[N:13]([CH2:27][C:28]4[CH:33]=[CH:32][CH:31]=[C:30]([C:34]([F:37])([F:36])[F:35])[C:29]=4[CH3:38])[C:12]3=[O:39])=[CH:10][C:5]=2[N:4]=[CH:3]1.O. (6) The reactants are: C(O[BH-]([O:10][C:11](=[O:13])[CH3:12])OC(=O)C)(=O)C.C[N+:15]([CH3:18])(C)C.C(OC(=O)CN[CH2:25][C:26]1[CH:31]=[CH:30][CH:29]=[CH:28][CH:27]=1)C.C(=O)[CH2:34][CH3:35].[C:37](O)(=O)[CH3:38]. Given the product [CH2:25]([CH2:37][CH2:38][CH2:18][NH:15][CH2:12][C:11]([O:10][CH2:34][CH3:35])=[O:13])[C:26]1[CH:27]=[CH:28][CH:29]=[CH:30][CH:31]=1, predict the reactants needed to synthesize it.